The task is: Predict the reactants needed to synthesize the given product.. This data is from Full USPTO retrosynthesis dataset with 1.9M reactions from patents (1976-2016). Given the product [CH3:13][N:14]1[CH2:19][CH2:18][N:17]([C:10](=[O:12])/[CH:9]=[CH:8]/[C:4]2[CH:3]=[C:2]([OH:1])[CH:7]=[CH:6][CH:5]=2)[CH2:16][CH2:15]1, predict the reactants needed to synthesize it. The reactants are: [OH:1][C:2]1[CH:3]=[C:4](/[CH:8]=[CH:9]/[C:10]([OH:12])=O)[CH:5]=[CH:6][CH:7]=1.[CH3:13][N:14]1[CH2:19][CH2:18][NH:17][CH2:16][CH2:15]1.C1C=CC2N(O)N=NC=2C=1.CN(C(ON1N=NC2C=CC=CC1=2)=[N+](C)C)C.F[P-](F)(F)(F)(F)F.CN1CCOCC1.